This data is from Forward reaction prediction with 1.9M reactions from USPTO patents (1976-2016). The task is: Predict the product of the given reaction. (1) Given the reactants COC(=O)C[NH:5][C:6](=[O:37])[C:7]1[CH:12]=[C:11]([Cl:13])[C:10]([O:14][C:15]2[CH:20]=[CH:19][N:18]=[CH:17][C:16]=2[C:21]([N:23]2[C:32]3[C:27](=[CH:28][CH:29]=[CH:30][CH:31]=3)[N:26]([CH:33]3[CH2:35][CH2:34]3)[CH2:25][CH2:24]2)=[O:22])=[CH:9][C:8]=1[Cl:36].[CH3:39][O:40][C:41](=[O:49])[C:42]1[CH:47]=[CH:46][C:45](N)=[CH:44][CH:43]=1, predict the reaction product. The product is: [CH3:39][O:40][C:41](=[O:49])[C:42]1[CH:47]=[CH:46][C:45]([NH:5][C:6](=[O:37])[C:7]2[CH:12]=[C:11]([Cl:13])[C:10]([O:14][C:15]3[CH:20]=[CH:19][N:18]=[CH:17][C:16]=3[C:21]([N:23]3[C:32]4[C:27](=[CH:28][CH:29]=[CH:30][CH:31]=4)[N:26]([CH:33]4[CH2:35][CH2:34]4)[CH2:25][CH2:24]3)=[O:22])=[CH:9][C:8]=2[Cl:36])=[CH:44][CH:43]=1. (2) The product is: [F:44][C:43]([F:46])([F:45])[C:41]([OH:47])=[O:42].[CH3:1][O:2][C:3](=[O:40])[C@@H:4]([NH:14][C:15]([C:17]1[S:18][C:19]([C:26](=[O:39])[NH:27][CH2:28][C:29]2[CH:37]=[CH:36][CH:35]=[C:34]3[C:30]=2[CH2:31][C:32](=[O:38])[NH:33]3)=[CH:20][C:21]=1[C:22]([F:24])([F:25])[F:23])=[O:16])[CH2:5][NH2:6]. Given the reactants [CH3:1][O:2][C:3](=[O:40])[C@@H:4]([NH:14][C:15]([C:17]1[S:18][C:19]([C:26](=[O:39])[NH:27][CH2:28][C:29]2[CH:37]=[CH:36][CH:35]=[C:34]3[C:30]=2[CH2:31][C:32](=[O:38])[NH:33]3)=[CH:20][C:21]=1[C:22]([F:25])([F:24])[F:23])=[O:16])[CH2:5][NH:6]C(OC(C)(C)C)=O.[C:41]([OH:47])([C:43]([F:46])([F:45])[F:44])=[O:42], predict the reaction product. (3) Given the reactants [CH3:1][Si:2]([C:5]#[CH:6])([CH3:4])[CH3:3].C([Mg]Br)C.[CH2:11]([O:18][C:19]1[CH:26]=[CH:25][C:22]([CH2:23]Cl)=[CH:21][CH:20]=1)[C:12]1[CH:17]=[CH:16][CH:15]=[CH:14][CH:13]=1.[Cl-].[NH4+], predict the reaction product. The product is: [CH2:11]([O:18][C:19]1[CH:20]=[CH:21][C:22]([CH2:23][C:6]#[C:5][Si:2]([CH3:4])([CH3:3])[CH3:1])=[CH:25][CH:26]=1)[C:12]1[CH:13]=[CH:14][CH:15]=[CH:16][CH:17]=1. (4) Given the reactants [F:1][C:2]1[CH:21]=[CH:20][CH:19]=[CH:18][C:3]=1[CH2:4][N:5]1[C:9]([C:10]2[CH:14]=[CH:13][O:12][N:11]=2)=[N:8][C:7]([C:15](=[NH:17])[NH2:16])=[N:6]1.C([O:24][C:25](=O)/[C:26](/[F:29])=[CH:27]/[O-])C.[Na+].Cl, predict the reaction product. The product is: [F:29][C:26]1[C:25](=[O:24])[NH:17][C:15]([C:7]2[N:8]=[C:9]([C:10]3[CH:14]=[CH:13][O:12][N:11]=3)[N:5]([CH2:4][C:3]3[CH:18]=[CH:19][CH:20]=[CH:21][C:2]=3[F:1])[N:6]=2)=[N:16][CH:27]=1. (5) Given the reactants [N:1]1([CH2:7][C:8]2[CH:13]=[CH:12][C:11]([NH:14][C:15]([C:17]3[C:21]([NH2:22])=[CH:20][NH:19][N:18]=3)=[O:16])=[CH:10][CH:9]=2)[CH2:6][CH2:5][O:4][CH2:3][CH2:2]1.Cl[C:24]1[C:25]2[CH:32]=[CH:31][O:30][C:26]=2[N:27]=[CH:28][N:29]=1, predict the reaction product. The product is: [N:27]1[C:26]2[O:30][CH:31]=[CH:32][C:25]=2[C:24]([NH:22][C:21]2[C:17]([C:15]([NH:14][C:11]3[CH:12]=[CH:13][C:8]([CH2:7][N:1]4[CH2:6][CH2:5][O:4][CH2:3][CH2:2]4)=[CH:9][CH:10]=3)=[O:16])=[N:18][NH:19][CH:20]=2)=[N:29][CH:28]=1.